From a dataset of Full USPTO retrosynthesis dataset with 1.9M reactions from patents (1976-2016). Predict the reactants needed to synthesize the given product. Given the product [Cl:1][C:2]1[CH:3]=[CH:4][C:5]([C:28]([F:30])([F:29])[F:31])=[C:6]([C:8]2[CH:13]=[CH:12][N:11]([CH:14]([CH2:20][C:21]3[CH:26]=[CH:25][CH:24]=[CH:23][N:22]=3)[C:15]([OH:17])=[O:16])[C:10](=[O:27])[CH:9]=2)[CH:7]=1, predict the reactants needed to synthesize it. The reactants are: [Cl:1][C:2]1[CH:3]=[CH:4][C:5]([C:28]([F:31])([F:30])[F:29])=[C:6]([C:8]2[CH:13]=[CH:12][N:11]([CH:14]([CH2:20][C:21]3[CH:26]=[CH:25][CH:24]=[CH:23][N:22]=3)[C:15]([O:17]CC)=[O:16])[C:10](=[O:27])[CH:9]=2)[CH:7]=1.[OH-].[Li+].